Dataset: Forward reaction prediction with 1.9M reactions from USPTO patents (1976-2016). Task: Predict the product of the given reaction. (1) The product is: [CH2:18]([O:17][C:13]1[CH:12]=[C:11]2[C:16](=[CH:15][CH:14]=1)[N:8]([CH3:7])[C:9]([Si:25]([CH2:30][CH3:31])([CH2:28][CH3:29])[CH2:26][CH3:27])=[CH:10]2)[C:19]1[CH:24]=[CH:23][CH:22]=[CH:21][CH:20]=1. Given the reactants CC([O-])(C)C.[K+].[CH3:7][N:8]1[C:16]2[C:11](=[CH:12][C:13]([O:17][CH2:18][C:19]3[CH:24]=[CH:23][CH:22]=[CH:21][CH:20]=3)=[CH:14][CH:15]=2)[CH:10]=[CH:9]1.[SiH:25]([CH2:30][CH3:31])([CH2:28][CH3:29])[CH2:26][CH3:27], predict the reaction product. (2) Given the reactants [CH3:1][O:2][C:3]1[CH:11]=[C:10]([N+:12]([O-:14])=[O:13])[CH:9]=[CH:8][C:4]=1[C:5]([OH:7])=O.[O:15]1[CH2:18][CH:17]([N:19]2[CH2:24][CH2:23][NH:22][CH2:21][CH2:20]2)[CH2:16]1.C(N(CC)C(C)C)(C)C.CCCP(=O)=O, predict the reaction product. The product is: [CH3:1][O:2][C:3]1[CH:11]=[C:10]([N+:12]([O-:14])=[O:13])[CH:9]=[CH:8][C:4]=1[C:5]([N:22]1[CH2:23][CH2:24][N:19]([CH:17]2[CH2:18][O:15][CH2:16]2)[CH2:20][CH2:21]1)=[O:7]. (3) Given the reactants [CH:1]1[C:15]2=[C:16]3[C:8]([C:9]4[C:14]2=[CH:13][CH:12]=[CH:11][CH:10]=4)=[CH:7][CH:6]=[CH:5][C:4]3=[C:3](B(O)O)[CH:2]=1.I[C:21]1[CH:22]=[C:23]([Br:27])[CH:24]=[CH:25][CH:26]=1.C(=O)([O-])[O-].[Na+].[Na+], predict the reaction product. The product is: [Br:27][C:23]1[CH:22]=[C:21]([C:5]2[CH:6]=[CH:7][C:8]3[C:9]4[C:14]([C:15]5[C:16]=3[C:4]=2[CH:3]=[CH:2][CH:1]=5)=[CH:13][CH:12]=[CH:11][CH:10]=4)[CH:26]=[CH:25][CH:24]=1. (4) Given the reactants [F:1][C:2]([F:38])([F:37])[CH:3]([C:30]1[CH:35]=[CH:34][N+:33]([O-])=[CH:32][CH:31]=1)[O:4][C:5]1[C:14]([N:15]([CH2:22][O:23][CH2:24][CH2:25][Si:26]([CH3:29])([CH3:28])[CH3:27])[S:16]([CH2:19][CH2:20][CH3:21])(=[O:18])=[O:17])=[N:13][C:12]2[C:7](=[CH:8][CH:9]=[CH:10][CH:11]=2)[N:6]=1.S([N:42]1[CH:46]=[CH:45][N:44]=[CH:43]1)([N:42]1[CH:46]=[CH:45][N:44]=[CH:43]1)(=O)=O.[OH-].[Na+], predict the reaction product. The product is: [N:42]1([C:34]2[CH:35]=[C:30]([CH:3]([O:4][C:5]3[C:14]([N:15]([CH2:22][O:23][CH2:24][CH2:25][Si:26]([CH3:29])([CH3:28])[CH3:27])[S:16]([CH2:19][CH2:20][CH3:21])(=[O:18])=[O:17])=[N:13][C:12]4[C:7]([N:6]=3)=[CH:8][CH:9]=[CH:10][CH:11]=4)[C:2]([F:38])([F:37])[F:1])[CH:31]=[CH:32][N:33]=2)[CH:46]=[CH:45][N:44]=[CH:43]1.